This data is from Full USPTO retrosynthesis dataset with 1.9M reactions from patents (1976-2016). The task is: Predict the reactants needed to synthesize the given product. (1) Given the product [Br:15][CH2:12][CH2:11][CH2:10][CH2:9][CH2:8][CH2:7][CH2:6][CH2:5][CH2:4][CH2:3][CH2:2][CH2:1][OH:14], predict the reactants needed to synthesize it. The reactants are: [CH2:1]([OH:14])[CH2:2][CH2:3][CH2:4][CH2:5][CH2:6][CH2:7][CH2:8][CH2:9][CH:10](O)[CH2:11][CH3:12].[BrH:15]. (2) Given the product [C:12]([O:11][C:9]([N:19]1[CH2:20][CH2:21][CH:17]([OH:16])[CH2:18]1)=[O:10])([CH3:13])([CH3:14])[CH3:15], predict the reactants needed to synthesize it. The reactants are: [C:12]([O:11][C:9](O[C:9]([O:11][C:12]([CH3:15])([CH3:14])[CH3:13])=[O:10])=[O:10])([CH3:15])([CH3:14])[CH3:13].[OH:16][CH:17]1[CH2:21][CH2:20][NH:19][CH2:18]1.C(=O)([O-])O.[Na+]. (3) Given the product [CH2:28]([C:2]1[C:7]([O:8][CH:9]([CH2:12][CH3:13])[CH2:10][CH3:11])=[CH:6][C:5]([CH3:14])=[C:4]([C:15]2[CH:20]=[CH:19][C:18]([O:21][C:22]([F:25])([F:24])[F:23])=[CH:17][C:16]=2[O:26][CH3:27])[N:3]=1)[CH3:29], predict the reactants needed to synthesize it. The reactants are: Cl[C:2]1[C:7]([O:8][CH:9]([CH2:12][CH3:13])[CH2:10][CH3:11])=[CH:6][C:5]([CH3:14])=[C:4]([C:15]2[CH:20]=[CH:19][C:18]([O:21][C:22]([F:25])([F:24])[F:23])=[CH:17][C:16]=2[O:26][CH3:27])[N:3]=1.[CH2:28](B(O)O)[CH3:29].C([O-])([O-])=O.[Na+].[Na+]. (4) Given the product [OH:39][C:35]1[CH:34]=[C:33]([NH:32][C:28]([CH:9]2[CH:8]([C:4]3[CH:5]=[CH:6][CH:7]=[C:2]([Cl:1])[C:3]=3[F:31])[C:12]([C:15]3[CH:20]=[CH:19][C:18]([Cl:21])=[CH:17][C:16]=3[F:22])([C:13]#[N:14])[CH:11]([CH2:23][C:24]([CH3:27])([CH3:26])[CH3:25])[NH:10]2)=[O:29])[CH:38]=[CH:37][N:36]=1, predict the reactants needed to synthesize it. The reactants are: [Cl:1][C:2]1[C:3]([F:31])=[C:4]([CH:8]2[C:12]([C:15]3[CH:20]=[CH:19][C:18]([Cl:21])=[CH:17][C:16]=3[F:22])([C:13]#[N:14])[CH:11]([CH2:23][C:24]([CH3:27])([CH3:26])[CH3:25])[NH:10][CH:9]2[C:28](O)=[O:29])[CH:5]=[CH:6][CH:7]=1.[NH2:32][C:33]1[CH:38]=[CH:37][N:36]=[C:35]([OH:39])[CH:34]=1.CN(C(ON1N=NC2C=CC=NC1=2)=[N+](C)C)C.F[P-](F)(F)(F)(F)F.CCN(C(C)C)C(C)C. (5) Given the product [CH2:1]([O:3][C:4]([C:6]1[O:10][N:9]=[C:8]([C:11]([CH3:13])([CH3:12])[CH3:14])[C:7]=1[C:15]#[N:16])=[O:5])[CH3:2], predict the reactants needed to synthesize it. The reactants are: [CH2:1]([O:3][C:4]([CH:6]1[O:10][N:9]=[C:8]([C:11]([CH3:14])([CH3:13])[CH3:12])[CH:7]1[C:15]#[N:16])=[O:5])[CH3:2].C(C1C(=O)C(Cl)=C(Cl)C(=O)C=1C#N)#N. (6) The reactants are: [N:1]1([CH2:6][CH2:7][CH2:8][CH2:9][CH2:10][N:11]2C(=O)C3=CC=CC=C3C2=O)[CH2:5][CH2:4][CH2:3][CH2:2]1.NN.O. Given the product [N:1]1([CH2:6][CH2:7][CH2:8][CH2:9][CH2:10][NH2:11])[CH2:5][CH2:4][CH2:3][CH2:2]1, predict the reactants needed to synthesize it. (7) Given the product [C:28]([C:27]1[CH:30]=[CH:31][C:24]([N:22]2[CH:6]([CH:1]3[CH2:5][CH2:4][CH2:3][CH2:2]3)[CH2:7][C:8]([C:10]3[CH:19]=[CH:18][C:13]([C:14]([OH:16])=[O:15])=[C:12]([O:20][CH3:21])[CH:11]=3)=[N:23]2)=[N:25][C:26]=1[CH3:32])#[N:29], predict the reactants needed to synthesize it. The reactants are: [CH:1]1([CH:6]=[CH:7][C:8]([C:10]2[CH:19]=[CH:18][C:13]([C:14]([O:16]C)=[O:15])=[C:12]([O:20][CH3:21])[CH:11]=2)=O)[CH2:5][CH2:4][CH2:3][CH2:2]1.[NH:22]([C:24]1[CH:31]=[CH:30][C:27]([C:28]#[N:29])=[C:26]([CH3:32])[N:25]=1)[NH2:23]. (8) Given the product [OH:18][CH2:17][C:16]1[CH:15]=[C:14]([S:13][CH2:12][CH2:11][CH2:10][OH:9])[CH:22]=[CH:21][CH:20]=1, predict the reactants needed to synthesize it. The reactants are: [H-].[Al+3].[Li+].[H-].[H-].[H-].C([O:9][C:10](=O)[CH2:11][CH2:12][S:13][C:14]1[CH:15]=[C:16]([CH:20]=[CH:21][CH:22]=1)[C:17](O)=[O:18])C. (9) Given the product [Cl:1][C:2]1[CH:7]=[C:6]([C:8]2[N:9]([CH2:14][C:15]([O:17][CH2:18][C:19]3[CH:20]=[CH:21][CH:22]=[CH:23][CH:24]=3)=[O:16])[C:10]([CH3:13])=[C:11]([CH2:55][C:54]3[CH:57]=[CH:58][CH:59]=[CH:60][C:53]=3[S:50]([C:44]3[CH:49]=[CH:48][CH:47]=[CH:46][CH:45]=3)(=[O:52])=[O:51])[CH:12]=2)[CH:5]=[CH:4][N:3]=1, predict the reactants needed to synthesize it. The reactants are: [Cl:1][C:2]1[CH:7]=[C:6]([C:8]2[N:9]([CH2:14][C:15]([O:17][CH2:18][C:19]3[CH:24]=[CH:23][CH:22]=[CH:21][CH:20]=3)=[O:16])[C:10]([CH3:13])=[CH:11][CH:12]=2)[CH:5]=[CH:4][N:3]=1.C([SiH](CC)CC)C.FC(F)(F)S(O[Si](C)(C)C)(=O)=O.[C:44]1([S:50]([C:53]2[CH:60]=[CH:59][CH:58]=[CH:57][C:54]=2[CH:55]=O)(=[O:52])=[O:51])[CH:49]=[CH:48][CH:47]=[CH:46][CH:45]=1.